Dataset: CYP2C19 inhibition data for predicting drug metabolism from PubChem BioAssay. Task: Regression/Classification. Given a drug SMILES string, predict its absorption, distribution, metabolism, or excretion properties. Task type varies by dataset: regression for continuous measurements (e.g., permeability, clearance, half-life) or binary classification for categorical outcomes (e.g., BBB penetration, CYP inhibition). Dataset: cyp2c19_veith. The compound is CCOc1ccc(/C=C/C(=O)c2c(O)c3ccccc3oc2=O)cc1. The result is 1 (inhibitor).